Dataset: Peptide-MHC class II binding affinity with 134,281 pairs from IEDB. Task: Regression. Given a peptide amino acid sequence and an MHC pseudo amino acid sequence, predict their binding affinity value. This is MHC class II binding data. (1) The peptide sequence is DLPVWLSWQVAKAGL. The MHC is HLA-DQA10201-DQB10303 with pseudo-sequence HLA-DQA10201-DQB10303. The binding affinity (normalized) is 0.571. (2) The peptide sequence is AAHSAAFEDLRVSSY. The MHC is HLA-DQA10301-DQB10302 with pseudo-sequence HLA-DQA10301-DQB10302. The binding affinity (normalized) is 0.384. (3) The peptide sequence is SLFFSAQPFEITAST. The MHC is DRB3_0202 with pseudo-sequence DRB3_0202. The binding affinity (normalized) is 0.244. (4) The peptide sequence is LAAAAAWDALAAELY. The MHC is DRB1_1302 with pseudo-sequence DRB1_1302. The binding affinity (normalized) is 0. (5) The peptide sequence is SVYLSDNGVMSEQGS. The MHC is DRB1_1101 with pseudo-sequence DRB1_1101. The binding affinity (normalized) is 0.232. (6) The binding affinity (normalized) is 0. The peptide sequence is FEIKCTKPEACSGEP. The MHC is HLA-DPA10103-DPB10201 with pseudo-sequence HLA-DPA10103-DPB10201. (7) The peptide sequence is ERKLHQQGRCRTCVY. The MHC is DRB1_1301 with pseudo-sequence DRB1_1301. The binding affinity (normalized) is 0.797. (8) The peptide sequence is VKAWWTDLLAKPSVQ. The MHC is HLA-DPA10201-DPB11401 with pseudo-sequence HLA-DPA10201-DPB11401. The binding affinity (normalized) is 0.131.